The task is: Predict the product of the given reaction.. This data is from Forward reaction prediction with 1.9M reactions from USPTO patents (1976-2016). (1) The product is: [Br:1][C:2]1[C:3]([CH3:8])=[N:4][N:5]([CH2:10][CH2:11][CH2:12][CH2:13][CH3:14])[C:6]=1[CH3:7]. Given the reactants [Br:1][C:2]1[C:3]([CH3:8])=[N:4][NH:5][C:6]=1[CH3:7].Br[CH2:10][CH2:11][CH2:12][CH2:13][CH2:14]CCC, predict the reaction product. (2) Given the reactants [O:1]1[CH2:3][CH:2]1[CH2:4][O:5][C:6]1[CH:11]=[CH:10][N:9]=[CH:8][CH:7]=1.[NH2:12][CH:13]1[CH2:18][CH2:17][N:16]([C:19]([O:21][C:22]([CH3:25])([CH3:24])[CH3:23])=[O:20])[CH2:15][CH2:14]1, predict the reaction product. The product is: [C:22]([O:21][C:19]([N:16]1[CH2:17][CH2:18][CH:13]([NH:12][CH2:3][CH:2]([OH:1])[CH2:4][O:5][C:6]2[CH:11]=[CH:10][N:9]=[CH:8][CH:7]=2)[CH2:14][CH2:15]1)=[O:20])([CH3:25])([CH3:23])[CH3:24]. (3) Given the reactants Br[C:2]1[CH:7]=[C:6]([C:8]([OH:10])=[O:9])[CH:5]=[CH:4][N:3]=1.S(O)(O)(=O)=O.[NH2:16][C:17]1[NH:18][CH:19]=[CH:20][N:21]=1.OC1C=CC=C2C=1N=CC=C2.C([O-])([O-])=O.[Cs+].[Cs+], predict the reaction product. The product is: [NH2:16][C:17]1[N:18]([C:2]2[CH:7]=[C:6]([CH:5]=[CH:4][N:3]=2)[C:8]([OH:10])=[O:9])[CH:19]=[CH:20][N:21]=1. (4) Given the reactants [CH2:1]([O:8][CH:9]([C:11]1[C:16]([C:17]#[N:18])=[CH:15][N:14]=[CH:13][C:12]=1Br)[CH3:10])[C:2]1[CH:7]=[CH:6][CH:5]=[CH:4][CH:3]=1.CC1(C)C(C)(C)OB([C:28]2[CH:29]=[C:30]3[C:35](=[N:36][CH:37]=2)[NH:34][CH2:33][CH2:32][CH2:31]3)O1, predict the reaction product. The product is: [CH2:1]([O:8][CH:9]([C:11]1[C:16]([C:17]#[N:18])=[CH:15][N:14]=[CH:13][C:12]=1[C:32]1[CH:33]=[N:34][C:35]2[NH:36][CH2:37][CH2:28][CH2:29][C:30]=2[CH:31]=1)[CH3:10])[C:2]1[CH:7]=[CH:6][CH:5]=[CH:4][CH:3]=1. (5) Given the reactants [CH3:1][C:2]1[CH:3]=[C:4]([CH:8]=[CH:9][C:10]=1[N:11]([CH:15]1[CH2:18][CH2:17][CH2:16]1)[C:12](=[O:14])[CH3:13])[C:5]([OH:7])=O.CN(C(ON1N=NC2C=CC=CC1=2)=[N+](C)C)C.[B-](F)(F)(F)F.C(N(C(C)C)CC)(C)C.[Cl:50][C:51]1[CH:62]=[CH:61][C:54]2[N:55]=[C:56]([CH:58]([NH2:60])[CH3:59])[NH:57][C:53]=2[CH:52]=1.ClCl, predict the reaction product. The product is: [Cl:50][C:51]1[CH:62]=[CH:61][C:54]2[NH:55][C:56]([CH:58]([NH:60][C:5](=[O:7])[C:4]3[CH:8]=[CH:9][C:10]([N:11]([CH:15]4[CH2:18][CH2:17][CH2:16]4)[C:12](=[O:14])[CH3:13])=[C:2]([CH3:1])[CH:3]=3)[CH3:59])=[N:57][C:53]=2[CH:52]=1. (6) Given the reactants [CH3:1][C:2]([N+:8]([O-:10])=[O:9])([CH3:7])[CH2:3][CH2:4][CH2:5][OH:6].C(N(CC)CC)C.[CH3:18][S:19](Cl)(=[O:21])=[O:20], predict the reaction product. The product is: [CH3:18][S:19]([O:6][CH2:5][CH2:4][CH2:3][C:2]([CH3:7])([N+:8]([O-:10])=[O:9])[CH3:1])(=[O:21])=[O:20]. (7) Given the reactants C([O:3][C:4]([C@H:6]1[C@H:10]([C:11](OCC)=[O:12])[CH2:9][N:8]([C:16]([O:18][C:19]([CH3:22])([CH3:21])[CH3:20])=[O:17])[CH2:7]1)=O)C.[BH4-].[Na+], predict the reaction product. The product is: [C:19]([O:18][C:16]([N:8]1[CH2:7][C@@H:6]([CH2:4][OH:3])[C@H:10]([CH2:11][OH:12])[CH2:9]1)=[O:17])([CH3:22])([CH3:21])[CH3:20]. (8) Given the reactants ClC(Cl)(O[C:5](=[O:11])OC(Cl)(Cl)Cl)Cl.[CH3:13][O:14][C:15]1[CH:20]=[CH:19][C:18]([C:21]2[N:22]=[C:23]([CH:34]3[CH2:39][CH2:38][NH:37][CH2:36][CH2:35]3)[NH:24][C:25]=2[C:26]2[CH:31]=[CH:30][C:29]([O:32][CH3:33])=[CH:28][CH:27]=2)=[CH:17][CH:16]=1.N1C=CC=CC=1.Cl.[CH3:47][NH:48][OH:49].C(N(CC)CC)C.[Cl-].[NH4+], predict the reaction product. The product is: [CH3:33][O:32][C:29]1[CH:30]=[CH:31][C:26]([C:25]2[N:24]=[C:23]([CH:34]3[CH2:39][CH2:38][N:37]([C:5](=[O:11])[N:48]([OH:49])[CH3:47])[CH2:36][CH2:35]3)[NH:22][C:21]=2[C:18]2[CH:19]=[CH:20][C:15]([O:14][CH3:13])=[CH:16][CH:17]=2)=[CH:27][CH:28]=1. (9) Given the reactants [C:1]1([C:7]([NH:10][NH:11]C(OC(C)(C)C)=O)([CH3:9])[CH3:8])[CH:6]=[CH:5][CH:4]=[CH:3][CH:2]=1.O.C1(C)C=CC(S(O)(=O)=O)=CC=1.[CH3:31][C:32]([CH3:48])([CH2:41][C:42]1[CH:47]=[CH:46][CH:45]=[CH:44][CH:43]=1)[C:33](=O)[CH2:34][C:35]([O:37]CC)=O.C(OCC)(=O)C, predict the reaction product. The product is: [CH3:48][C:32]([C:33]1[CH2:34][C:35](=[O:37])[N:10]([C:7]([C:1]2[CH:6]=[CH:5][CH:4]=[CH:3][CH:2]=2)([CH3:9])[CH3:8])[N:11]=1)([CH3:31])[CH2:41][C:42]1[CH:43]=[CH:44][CH:45]=[CH:46][CH:47]=1. (10) Given the reactants [Br:1][C:2]1[CH:3]=[N:4][C:5](Cl)=[N:6][CH:7]=1.Cl.[CH3:10][NH:11][CH3:12].C([O-])([O-])=O.[K+].[K+], predict the reaction product. The product is: [Br:1][C:2]1[CH:3]=[N:4][C:5]([N:11]([CH3:12])[CH3:10])=[N:6][CH:7]=1.